This data is from Full USPTO retrosynthesis dataset with 1.9M reactions from patents (1976-2016). The task is: Predict the reactants needed to synthesize the given product. (1) Given the product [Br:1][C:2]1[CH:15]=[CH:20][C:5]([N:7]2[C:11]([CH3:12])=[CH:10][CH:9]=[C:8]2[CH3:13])=[N:4][CH:3]=1, predict the reactants needed to synthesize it. The reactants are: [Br:1][C:2]1S[C:5]([N:7]2[C:11]([CH3:12])=[CH:10][CH:9]=[C:8]2[CH3:13])=[N:4][CH:3]=1.N[C:15]1[CH:20]=CC(Br)=CN=1. (2) Given the product [NH2:1][C:2]1[S:6][C:5]2[CH2:7][C@H:8]3[N:12]([CH3:13])[C@@H:11]([C:4]=2[C:3]=1[C:14]([NH2:15])=[O:17])[CH2:10][CH2:9]3, predict the reactants needed to synthesize it. The reactants are: [NH2:1][C:2]1[S:6][C:5]2[CH2:7][C@H:8]3[N:12]([CH3:13])[C@@H:11]([C:4]=2[C:3]=1[C:14]#[N:15])[CH2:10][CH2:9]3.S(=O)(=O)(O)[OH:17]. (3) Given the product [C:1]([N:4]([C:5]1[C:6]([I:35])=[C:7]([C:24](=[O:25])[NH:26][CH2:27][CH:33]2[CH2:79][O:81][C:82]([CH3:41])([CH3:83])[O:84]2)[C:8]([I:23])=[C:9]([C:10](=[O:11])[NH:12][CH2:13][CH:14]2[CH2:18][O:17][C:16]([CH3:20])([CH3:19])[O:15]2)[C:21]=1[I:22])[CH2:36][CH:37]([OH:40])[CH2:38][NH:39][C:49]([C:51]1[C:52]([I:78])=[C:53]([NH:70][C:71]([CH2:73][O:74][C:75](=[O:77])[CH3:76])=[O:72])[C:54]([I:69])=[C:55]([C:58](=[O:68])[NH:59][CH2:60][CH:61]2[CH2:65][O:64][C:63]([CH3:67])([CH3:66])[O:62]2)[C:56]=1[I:57])=[O:50])(=[O:3])[CH3:2], predict the reactants needed to synthesize it. The reactants are: [C:1]([N:4]([CH2:36][CH:37]([OH:40])[CH2:38][NH2:39])[C:5]1[C:6]([I:35])=[C:7]([C:24]([NH:26][C:27](C)([CH3:33])C2COCO2)=[O:25])[C:8]([I:23])=[C:9]([C:21]=1[I:22])[C:10]([NH:12][CH2:13][CH:14]1[CH2:18][O:17][C:16]([CH3:20])([CH3:19])[O:15]1)=[O:11])(=[O:3])[CH3:2].[CH2:41](N(CC)CC)C.Cl[C:49]([C:51]1[C:52]([I:78])=[C:53]([NH:70][C:71]([CH2:73][O:74][C:75](=[O:77])[CH3:76])=[O:72])[C:54]([I:69])=[C:55]([C:58](=[O:68])[NH:59][CH2:60][CH:61]2[CH2:65][O:64][C:63]([CH3:67])([CH3:66])[O:62]2)[C:56]=1[I:57])=[O:50].[CH2:79]([O:81][C:82](=[O:84])[CH3:83])C. (4) Given the product [CH2:29]([N:19]([CH2:18][CH2:17][CH2:16][N:8]([CH2:7][C:4]1[CH:3]=[CH:2][CH:1]=[CH:6][CH:5]=1)[CH2:54][C:52]1[S:53][C:49]([CH3:48])=[CH:50][CH:51]=1)[C:20](=[O:21])[O:22][CH2:23][C:24]1[S:28][CH:27]=[N:26][CH:25]=1)[C:30]1[CH:35]=[CH:34][CH:33]=[CH:32][CH:31]=1, predict the reactants needed to synthesize it. The reactants are: [C:1]1(C2C=CC=CC=2)[CH:6]=[CH:5][C:4]([CH2:7][N:8]([CH2:16][CH2:17][CH2:18][N:19]([CH2:29][C:30]2[CH:35]=[CH:34][C:33](C3C=CC=CC=3)=[CH:32][CH:31]=2)[C:20]([O:22][CH2:23][C:24]2[S:28][CH:27]=[N:26][CH:25]=2)=[O:21])C(=O)OC(C)(C)C)=[CH:3][CH:2]=1.[CH3:48][C:49]1[S:53][C:52]([CH:54]=O)=[CH:51][CH:50]=1.CC(O)=O. (5) The reactants are: [CH2:1]([NH:3][C:4]([C:6]1[S:7][C:8]([CH2:15][OH:16])=[CH:9][C:10]=1[Si:11]([CH3:14])([CH3:13])[CH3:12])=[O:5])[CH3:2].[Cr](Cl)([O-])(=O)=O.[NH+]1C=CC=CC=1. Given the product [CH2:1]([NH:3][C:4]([C:6]1[S:7][C:8]([CH:15]=[O:16])=[CH:9][C:10]=1[Si:11]([CH3:14])([CH3:13])[CH3:12])=[O:5])[CH3:2], predict the reactants needed to synthesize it. (6) Given the product [CH3:1][C:2]1[CH:7]=[CH:6][C:5]([S:8]([O:11][C:12]2[CH:13]=[CH:14][C:15]3[NH:20][C:19](=[S:34])[O:18][C:17]([CH3:23])([CH3:22])[C:16]=3[CH:24]=2)(=[O:10])=[O:9])=[CH:4][CH:3]=1, predict the reactants needed to synthesize it. The reactants are: [CH3:1][C:2]1[CH:7]=[CH:6][C:5]([S:8]([O:11][C:12]2[CH:13]=[CH:14][C:15]3[NH:20][C:19](=O)[O:18][C:17]([CH3:23])([CH3:22])[C:16]=3[CH:24]=2)(=[O:10])=[O:9])=[CH:4][CH:3]=1.COC1C=CC(P2(SP(C3C=CC(OC)=CC=3)(=S)S2)=[S:34])=CC=1. (7) Given the product [C@H:30]([N:10]1[CH2:5][CH2:6][N:7]([CH2:28][C:25]2[CH:24]=[C:23]([C:20]3[CH:21]=[CH:22][C:17]([F:16])=[CH:18][CH:19]=3)[O:27][N:26]=2)[CH:8]([CH2:12][CH:13]([CH3:14])[CH3:15])[C:9]1=[O:11])([CH2:31][CH3:32])[CH3:34], predict the reactants needed to synthesize it. The reactants are: C([C@@H:5]1[NH:10][C:9](=[O:11])[C@H:8]([CH2:12][CH:13]([CH3:15])[CH3:14])[NH:7][CH2:6]1)(CC)C.[F:16][C:17]1[CH:22]=[CH:21][C:20]([C:23]2[O:27][N:26]=[C:25]([CH:28]=O)[CH:24]=2)=[CH:19][CH:18]=1.[CH2:30]([C@@H:34]1N(CC2C=C(C3C=CC=CC=3)ON=2)[CH2:34][C@H:30]([CH2:31][CH:32](C)C)NC1=O)[CH:31](C)[CH3:32].